From a dataset of Reaction yield outcomes from USPTO patents with 853,638 reactions. Predict the reaction yield, written as a fraction of the theoretical maximum amount of product (1.0 means a 100% yield; for example, 0.34 means a 34% yield). The product is [ClH:1].[C:15]1([C:6]2([C:15]3[CH:20]=[CH:19][CH:18]=[CH:17][CH:16]=3)[CH2:7][CH2:8][NH:3][CH2:4][CH2:5]2)[CH:20]=[CH:19][CH:18]=[CH:17][CH:16]=1. No catalyst specified. The reactants are [ClH:1].O.[NH:3]1[CH2:8][CH2:7][C:6](=O)[CH2:5][CH2:4]1.[Al+3].[Cl-].[Cl-].[Cl-].O.[CH:15]1[CH:20]=[CH:19][CH:18]=[CH:17][CH:16]=1. The yield is 0.720.